From a dataset of Full USPTO retrosynthesis dataset with 1.9M reactions from patents (1976-2016). Predict the reactants needed to synthesize the given product. (1) Given the product [CH2:17]1[C:18]2[C:14](=[CH:13][C:1]([C:8]([O:10][CH2:11][CH3:12])=[O:9])=[C:2]([C:3]([O:5][CH2:6][CH3:7])=[O:4])[CH:19]=2)[CH2:15][CH2:16]1, predict the reactants needed to synthesize it. The reactants are: [C:1]([C:8]([O:10][CH2:11][CH3:12])=[O:9])#[C:2][C:3]([O:5][CH2:6][CH3:7])=[O:4].[CH:13]#[C:14][CH2:15][CH2:16][CH2:17][C:18]#[CH:19].Cl. (2) Given the product [F:1][C:2]1[CH:7]=[CH:6][C:5]([N:8]2[C:16]3[N:15]=[C:14]4[CH2:17][CH2:18][CH2:19][C:20](=[O:22])/[C:21](=[CH:39]/[C:34]5[CH:35]=[CH:36][CH:37]=[CH:38][N:33]=5)/[C:13]4=[CH:12][C:11]=3[CH:10]=[N:9]2)=[CH:4][CH:3]=1, predict the reactants needed to synthesize it. The reactants are: [F:1][C:2]1[CH:7]=[CH:6][C:5]([N:8]2[C:16]3[N:15]=[C:14]4[CH2:17][CH2:18][CH2:19][C:20](=[O:22])[CH2:21][C:13]4=[CH:12][C:11]=3[CH:10]=[N:9]2)=[CH:4][CH:3]=1.[Li+].C[Si]([N-][Si](C)(C)C)(C)C.[N:33]1[CH:38]=[CH:37][CH:36]=[CH:35][C:34]=1[CH:39]=O.C(O)(=O)C. (3) Given the product [CH2:19]([C:20]1[O:17][C:5]2[C:6]([C:8](=[O:16])[C:9]=1[C:10]1[CH:15]=[CH:14][CH:13]=[CH:12][CH:11]=1)=[CH:7][C:2]([F:1])=[CH:3][CH:4]=2)[CH3:18], predict the reactants needed to synthesize it. The reactants are: [F:1][C:2]1[CH:3]=[CH:4][C:5]([OH:17])=[C:6]([C:8](=[O:16])[CH2:9][C:10]2[CH:15]=[CH:14][CH:13]=[CH:12][CH:11]=2)[CH:7]=1.[C:18](OC(=O)CC)(=O)[CH2:19][CH3:20].Cl. (4) Given the product [CH2:6]1[C:12]2[N:11]([CH2:16][CH:15]=[CH:14][CH:13]=2)[CH2:10][CH2:9]1, predict the reactants needed to synthesize it. The reactants are: [Br-].ClC1C=C[C:6]([C:9](=O)[CH2:10][N+:11]2[CH:16]=[CH:15][C:14](C(C)C)=[CH:13][CH:12]=2)=CC=1.CC(C)(CC#CC(=O)C(C)(C)C)C(OCC)=O. (5) Given the product [CH3:46][S:47]([O-:50])(=[O:49])=[O:48].[K+:45].[C:1]([O:20][CH2:21][CH2:22][CH2:23][CH3:24])(=[O:19])[CH2:2][CH2:3][CH2:4][CH2:5][CH2:6][CH2:7][CH2:8][CH2:9][CH2:10][CH2:11][CH2:12][CH2:13][CH2:14][CH2:15][CH2:16][CH2:17][CH3:18], predict the reactants needed to synthesize it. The reactants are: [C:1]([O:20][CH2:21][CH2:22][CH2:23][CH3:24])(=[O:19])[CH2:2][CH2:3][CH2:4][CH2:5][CH2:6][CH2:7][CH2:8][CH2:9][CH2:10][CH2:11][CH2:12][CH2:13][CH2:14][CH2:15][CH2:16][CH2:17][CH3:18].C([O-])(=O)CCCCCCCCCCCCCCCCC.[K+:45].[CH3:46][S:47]([O:50]CCCC)(=[O:49])=[O:48]. (6) Given the product [F:27][C:3]([F:2])([F:26])[C:4]1[CH:25]=[CH:24][CH:23]=[CH:22][C:5]=1[CH:6]([O:17][CH:18]1[CH2:21][N:20]([C:36]([NH:35][CH:32]([CH3:34])[CH3:33])=[O:37])[CH2:19]1)[C:7]1[CH:12]=[CH:11][C:10]([O:13][CH:14]([F:15])[F:16])=[CH:9][CH:8]=1, predict the reactants needed to synthesize it. The reactants are: Cl.[F:2][C:3]([F:27])([F:26])[C:4]1[CH:25]=[CH:24][CH:23]=[CH:22][C:5]=1[CH:6]([O:17][CH:18]1[CH2:21][NH:20][CH2:19]1)[C:7]1[CH:12]=[CH:11][C:10]([O:13][CH:14]([F:16])[F:15])=[CH:9][CH:8]=1.C(=O)([O-])[O-].[CH:32]([N:35]=[C:36]=[O:37])([CH3:34])[CH3:33]. (7) Given the product [CH3:9][C:10]1([CH3:26])[C:14]([CH3:16])([CH3:15])[O:13][B:12]([C:2]2[CH:3]=[C:4]([CH:6]=[CH:7][CH:8]=2)[NH2:5])[O:11]1, predict the reactants needed to synthesize it. The reactants are: Br[C:2]1[CH:3]=[C:4]([CH:6]=[CH:7][CH:8]=1)[NH2:5].[CH3:9][C:10]1([CH3:26])[C:14]([CH3:16])([CH3:15])[O:13][B:12]([B:12]2[O:13][C:14]([CH3:16])([CH3:15])[C:10]([CH3:26])([CH3:9])[O:11]2)[O:11]1.C([O-])(=O)C.[K+]. (8) Given the product [Br:3][C:4]1[CH:5]=[CH:6][C:7]([O:22][CH2:23][C:24]2[CH:29]=[CH:28][CH:27]=[C:26]([O:30][CH3:31])[CH:25]=2)=[C:8]([CH:21]=1)[C:9]([OH:11])=[O:10], predict the reactants needed to synthesize it. The reactants are: [OH-].[Li+].[Br:3][C:4]1[CH:5]=[CH:6][C:7]([O:22][CH2:23][C:24]2[CH:29]=[CH:28][CH:27]=[C:26]([O:30][CH3:31])[CH:25]=2)=[C:8]([CH:21]=1)[C:9]([O:11]CC1C=CC=C(OC)C=1)=[O:10].